Dataset: Reaction yield outcomes from USPTO patents with 853,638 reactions. Task: Predict the reaction yield, written as a fraction of the theoretical maximum amount of product (1.0 means a 100% yield; for example, 0.34 means a 34% yield). (1) The reactants are [Br:1][C:2]1[CH:32]=[CH:31][CH:30]=[CH:29][C:3]=1[C:4]([NH:6][CH2:7][C:8]([NH:10][C@H:11]([B:16]1[O:20][C@@H]2C[C@@H]3C[C@H]([C@]2(C)[O:17]1)C3(C)C)[CH2:12][CH:13]([CH3:15])[CH3:14])=[O:9])=[O:5].Cl.B([O-])OCC(C)C. The catalyst is CO.CCCCCC. The product is [Br:1][C:2]1[CH:32]=[CH:31][CH:30]=[CH:29][C:3]=1[C:4]([NH:6][CH2:7][C:8]([NH:10][C@H:11]([B:16]([OH:20])[OH:17])[CH2:12][CH:13]([CH3:15])[CH3:14])=[O:9])=[O:5]. The yield is 0.730. (2) The reactants are F[C:2]1[C:9]([F:10])=[CH:8][CH:7]=[CH:6][C:3]=1[CH:4]=[O:5].[NH:11]1[CH2:16][CH2:15][O:14][CH2:13][CH2:12]1.C(=O)([O-])[O-].[K+].[K+].CS(C)=O. The catalyst is O. The product is [F:10][C:9]1[C:2]([N:11]2[CH2:16][CH2:15][O:14][CH2:13][CH2:12]2)=[C:3]([CH:6]=[CH:7][CH:8]=1)[CH:4]=[O:5]. The yield is 0.280. (3) The reactants are [CH2:1]1[CH:10]2[N:5]([CH2:6][CH2:7][CH2:8][CH2:9]2)[CH2:4][CH:3]([CH2:11][OH:12])[CH2:2]1.C(N(CC)CC)C.[CH3:20][S:21](Cl)(=[O:23])=[O:22]. The catalyst is ClCCl. The product is [CH3:20][S:21]([O:12][CH2:11][CH:3]1[CH2:4][N:5]2[CH:10]([CH2:9][CH2:8][CH2:7][CH2:6]2)[CH2:1][CH2:2]1)(=[O:23])=[O:22]. The yield is 0.910.